This data is from Full USPTO retrosynthesis dataset with 1.9M reactions from patents (1976-2016). The task is: Predict the reactants needed to synthesize the given product. The reactants are: [NH2:1][C:2]1[C:11]2[N:12]=[C:13]3[CH2:19][NH:18][C:17](=O)[CH2:16][CH:15]([CH3:21])[N:14]3[C:10]=2[C:9]2[C:4](=[CH:5][CH:6]=[CH:7][CH:8]=2)[N:3]=1. Given the product [CH3:21][CH:15]1[N:14]2[C:10]3[C:9]4[C:4](=[CH:5][CH:6]=[CH:7][CH:8]=4)[N:3]=[C:2]([NH2:1])[C:11]=3[N:12]=[C:13]2[CH2:19][NH:18][CH2:17][CH2:16]1, predict the reactants needed to synthesize it.